Dataset: Catalyst prediction with 721,799 reactions and 888 catalyst types from USPTO. Task: Predict which catalyst facilitates the given reaction. (1) Reactant: [C:1]([C:3]1[N:8]=[CH:7][C:6]([C:9]([OH:11])=[O:10])=[CH:5][CH:4]=1)#[N:2].C(O)(=O)C.[CH:16]([NH2:18])=[NH:17].O.NN.Cl.[NH:23]1C=CN=NN1.ClC1C(=O)C(Cl)=C(Cl)C(=O)C=1Cl. Product: [N:17]1[CH:16]=[N:18][N:23]=[C:1]([C:3]2[CH:4]=[CH:5][C:6]([C:9]([OH:11])=[O:10])=[CH:7][N:8]=2)[N:2]=1. The catalyst class is: 5. (2) Reactant: C[O:2][C:3]1[CH:8]=[C:7]([C:9]([F:12])([F:11])[F:10])[CH:6]=[CH:5][C:4]=1[C:13]1[C:22]2[C:17](=[CH:18][C:19]([S:23]([NH:26][C:27]3[S:28][CH:29]=[CH:30][N:31]=3)(=[O:25])=[O:24])=[CH:20][CH:21]=2)[N:16]=[CH:15][N:14]=1.C(Cl)Cl.B(Br)(Br)Br. Product: [OH:2][C:3]1[CH:8]=[C:7]([C:9]([F:12])([F:11])[F:10])[CH:6]=[CH:5][C:4]=1[C:13]1[C:22]2[C:17](=[CH:18][C:19]([S:23]([NH:26][C:27]3[S:28][CH:29]=[CH:30][N:31]=3)(=[O:24])=[O:25])=[CH:20][CH:21]=2)[N:16]=[CH:15][N:14]=1. The catalyst class is: 13. (3) Reactant: Cl.[NH2:2][OH:3].CCN(CC)CC.[C:11]([C:15]1[C:16]([OH:23])=[C:17]([CH:20]=[CH:21][CH:22]=1)[CH:18]=O)([CH3:14])([CH3:13])[CH3:12]. Product: [C:11]([C:15]1[C:16]([OH:23])=[C:17]([CH:20]=[CH:21][CH:22]=1)[CH:18]=[N:2][OH:3])([CH3:14])([CH3:13])[CH3:12]. The catalyst class is: 23. (4) Reactant: [C:1]([C:3]1[CH:4]=[C:5]([C:9]([CH3:15])([CH3:14])[C:10]([O:12]C)=[O:11])[CH:6]=[CH:7][CH:8]=1)#[N:2].[OH-].[Na+].Cl. Product: [C:1]([C:3]1[CH:4]=[C:5]([C:9]([CH3:15])([CH3:14])[C:10]([OH:12])=[O:11])[CH:6]=[CH:7][CH:8]=1)#[N:2]. The catalyst class is: 5.